The task is: Regression. Given a peptide amino acid sequence and an MHC pseudo amino acid sequence, predict their binding affinity value. This is MHC class I binding data.. This data is from Peptide-MHC class I binding affinity with 185,985 pairs from IEDB/IMGT. (1) The peptide sequence is FIESSICLDY. The MHC is HLA-A29:02 with pseudo-sequence HLA-A29:02. The binding affinity (normalized) is 0.0194. (2) The peptide sequence is YTAVVPLVY. The MHC is HLA-B58:01 with pseudo-sequence HLA-B58:01. The binding affinity (normalized) is 0.734. (3) The peptide sequence is NFINFIKVL. The MHC is HLA-A30:02 with pseudo-sequence HLA-A30:02. The binding affinity (normalized) is 0.149. (4) The peptide sequence is YMLSWGKEA. The MHC is HLA-B18:01 with pseudo-sequence HLA-B18:01. The binding affinity (normalized) is 0.0847. (5) The peptide sequence is ALKAYFTAKI. The MHC is HLA-A02:03 with pseudo-sequence HLA-A02:03. The binding affinity (normalized) is 0.598. (6) The binding affinity (normalized) is 0.440. The MHC is HLA-A26:01 with pseudo-sequence HLA-A26:01. The peptide sequence is ATADLELAY. (7) The peptide sequence is AVFDSFVER. The MHC is HLA-B08:03 with pseudo-sequence HLA-B08:03. The binding affinity (normalized) is 0.0847.